This data is from Reaction yield outcomes from USPTO patents with 853,638 reactions. The task is: Predict the reaction yield, written as a fraction of the theoretical maximum amount of product (1.0 means a 100% yield; for example, 0.34 means a 34% yield). (1) The reactants are [CH3:1][O:2][CH2:3][C:4]1[CH:5]=[C:6]([N+:10]([O-])=O)[CH:7]=[CH:8][CH:9]=1. The catalyst is C(O)(=O)C.[Zn]. The product is [CH3:1][O:2][CH2:3][C:4]1[CH:5]=[C:6]([CH:7]=[CH:8][CH:9]=1)[NH2:10]. The yield is 0.990. (2) The reactants are [CH3:1][C:2]1[C:14]([C:15]2[CH:20]=[CH:19][CH:18]=[CH:17][CH:16]=2)=[C:13]([N:21]2[CH2:24][CH:23]([NH:25][CH3:26])[CH2:22]2)[N:5]2[C:6]3[CH:12]=[CH:11][CH:10]=[N:9][C:7]=3[N:8]=[C:4]2[C:3]=1[C:27]#[N:28].C=O.[C:31](O[BH-](OC(=O)C)OC(=O)C)(=O)C.[Na+]. The catalyst is O1CCCC1.ClCCl. The product is [CH3:1][C:2]1[C:14]([C:15]2[CH:16]=[CH:17][CH:18]=[CH:19][CH:20]=2)=[C:13]([N:21]2[CH2:24][CH:23]([N:25]([CH3:31])[CH3:26])[CH2:22]2)[N:5]2[C:6]3[CH:12]=[CH:11][CH:10]=[N:9][C:7]=3[N:8]=[C:4]2[C:3]=1[C:27]#[N:28]. The yield is 0.860. (3) The reactants are C(=O)([O-])[O-].[Cs+].[Cs+].[C:7]([O:11][C:12]([NH:14][CH2:15][CH2:16][CH2:17][CH2:18]Br)=[O:13])([CH3:10])([CH3:9])[CH3:8].[C:20]1([CH3:45])[CH:25]=[CH:24][C:23]([S:26]([N:29]2[CH:33]=[C:32]([CH:34]([C:40]([O:42][CH2:43][CH3:44])=[O:41])[C:35]([O:37][CH2:38][CH3:39])=[O:36])[N:31]=[CH:30]2)(=[O:28])=[O:27])=[CH:22][CH:21]=1. The catalyst is CN(C=O)C. The product is [C:7]([O:11][C:12]([NH:14][CH2:15][CH2:16][CH2:17][CH2:18][C:34]([C:32]1[N:31]=[CH:30][N:29]([S:26]([C:23]2[CH:22]=[CH:21][C:20]([CH3:45])=[CH:25][CH:24]=2)(=[O:27])=[O:28])[CH:33]=1)([C:40]([O:42][CH2:43][CH3:44])=[O:41])[C:35]([O:37][CH2:38][CH3:39])=[O:36])=[O:13])([CH3:10])([CH3:9])[CH3:8]. The yield is 0.730. (4) The reactants are C1(P(=O)(C2C=CC=CC=2)C2C=CC=CC=2)C=CC=CC=1.FC(F)(F)S(OS(C(F)(F)F)(=O)=O)(=O)=O.C([S:43][CH:44]([CH2:69][N:70]1[CH2:75][CH2:74][O:73][CH2:72][CH2:71]1)[CH2:45][NH:46][C:47]([C:49]1[NH:50][C:51]2[C:56]([CH:57]=1)=[CH:55][CH:54]=[CH:53][C:52]=2[N:58]([CH3:68])[S:59]([C:62]1[CH:63]=[N:64][CH:65]=[CH:66][CH:67]=1)(=[O:61])=[O:60])=O)C1C=CC=CC=1.CSC. The catalyst is C(#N)C.ClCCl.C(OCC)(=O)C.[Cl-].[Na+].O. The product is [CH3:68][N:58]([C:52]1[CH:53]=[CH:54][CH:55]=[C:56]2[C:51]=1[NH:50][C:49]([C:47]1[S:43][CH:44]([CH2:69][N:70]3[CH2:71][CH2:72][O:73][CH2:74][CH2:75]3)[CH2:45][N:46]=1)=[CH:57]2)[S:59]([C:62]1[CH:63]=[N:64][CH:65]=[CH:66][CH:67]=1)(=[O:60])=[O:61]. The yield is 0.110. (5) The reactants are Br[C:2]1[CH:3]=[CH:4][C:5]([F:19])=[C:6]([C@:8]2([CH3:18])[CH2:13][N:12]3[CH:14]=[CH:15][N:16]=[C:11]3[C:10]([NH2:17])=[N:9]2)[CH:7]=1.[N:20]1[CH:25]=[C:24](B(O)O)[CH:23]=[N:22][CH:21]=1.C(=O)([O-])[O-].[K+].[K+]. The catalyst is O1CCOCC1.C(O)C.O.C1C=CC([P]([Pd]([P](C2C=CC=CC=2)(C2C=CC=CC=2)C2C=CC=CC=2)([P](C2C=CC=CC=2)(C2C=CC=CC=2)C2C=CC=CC=2)[P](C2C=CC=CC=2)(C2C=CC=CC=2)C2C=CC=CC=2)(C2C=CC=CC=2)C2C=CC=CC=2)=CC=1. The product is [F:19][C:5]1[CH:4]=[CH:3][C:2]([C:24]2[CH:25]=[N:20][CH:21]=[N:22][CH:23]=2)=[CH:7][C:6]=1[C@:8]1([CH3:18])[CH2:13][N:12]2[CH:14]=[CH:15][N:16]=[C:11]2[C:10]([NH2:17])=[N:9]1. The yield is 0.300.